The task is: Predict the product of the given reaction.. This data is from Forward reaction prediction with 1.9M reactions from USPTO patents (1976-2016). The product is: [CH3:1][C:2]1([C:7]2[NH:11][C:10]3[CH:12]=[CH:13][CH:14]=[C:15]([C:16]([NH2:18])=[O:17])[C:9]=3[N:8]=2)[CH2:6][CH2:5][N:4]([CH2:19][CH2:20][CH3:21])[CH2:3]1. Given the reactants [CH3:1][C:2]1([C:7]2[NH:11][C:10]3[CH:12]=[CH:13][CH:14]=[C:15]([C:16]([NH2:18])=[O:17])[C:9]=3[N:8]=2)[CH2:6][CH2:5][NH:4][CH2:3]1.[CH:19](=O)[CH2:20][CH3:21].C(O[BH-](OC(=O)C)OC(=O)C)(=O)C.[Na+], predict the reaction product.